From a dataset of Full USPTO retrosynthesis dataset with 1.9M reactions from patents (1976-2016). Predict the reactants needed to synthesize the given product. (1) Given the product [F:40][C:18]([F:17])([F:39])[C:19]1[CH:20]=[CH:21][C:22]([C:25]2[N:26]=[CH:27][C:28]([CH:31]([O:14][C:11]3[CH:12]=[CH:13][C:8]([C:7]([NH:6][CH2:5][CH2:4][C:3]([OH:2])=[O:16])=[O:15])=[CH:9][CH:10]=3)[CH2:32][CH2:33][CH2:34][CH2:35][CH2:36][CH3:37])=[CH:29][N:30]=2)=[CH:23][CH:24]=1, predict the reactants needed to synthesize it. The reactants are: C[O:2][C:3](=[O:16])[CH2:4][CH2:5][NH:6][C:7](=[O:15])[C:8]1[CH:13]=[CH:12][C:11]([OH:14])=[CH:10][CH:9]=1.[F:17][C:18]([F:40])([F:39])[C:19]1[CH:24]=[CH:23][C:22]([C:25]2[N:30]=[CH:29][C:28]([CH:31](O)[CH2:32][CH2:33][CH2:34][CH2:35][CH2:36][CH3:37])=[CH:27][N:26]=2)=[CH:21][CH:20]=1.C(P(CCCC)CCCC)CCC.N(C(N1CCCCC1)=O)=NC(N1CCCCC1)=O. (2) Given the product [CH3:26][C:23]1[C:22]([CH2:27][O:37][CH2:36][CH:35]([C:29]2[CH:34]=[CH:33][CH:32]=[CH:31][CH:30]=2)[CH3:38])=[C:21]([C:18]2[CH:19]=[CH:20][C:15]([C:12]3[CH:13]=[CH:14][C:9]([C:6]4([C:4]([OH:3])=[O:5])[CH2:7][CH2:8]4)=[CH:10][CH:11]=3)=[CH:16][CH:17]=2)[O:25][N:24]=1, predict the reactants needed to synthesize it. The reactants are: C([O:3][C:4]([C:6]1([C:9]2[CH:14]=[CH:13][C:12]([C:15]3[CH:20]=[CH:19][C:18]([C:21]4[O:25][N:24]=[C:23]([CH3:26])[C:22]=4[CH2:27]Br)=[CH:17][CH:16]=3)=[CH:11][CH:10]=2)[CH2:8][CH2:7]1)=[O:5])C.[C:29]1([CH:35]([CH3:38])[CH2:36][OH:37])[CH:34]=[CH:33][CH:32]=[CH:31][CH:30]=1. (3) Given the product [Br:1][C:2]1[C:3]([F:12])=[C:4]2[C:10]([NH:11][C:17](=[O:18])[CH2:16][CH:13]3[CH2:15][CH2:14]3)=[CH:9][NH:8][C:5]2=[N:6][CH:7]=1, predict the reactants needed to synthesize it. The reactants are: [Br:1][C:2]1[C:3]([F:12])=[C:4]2[C:10]([NH2:11])=[CH:9][NH:8][C:5]2=[N:6][CH:7]=1.[CH:13]1([CH2:16][C:17](O)=[O:18])[CH2:15][CH2:14]1.C(N(CC)CC)C.C1N(P(Cl)(N2C(=O)OCC2)=O)C(=O)OC1.[Li+].[OH-]. (4) Given the product [F:31][C:29]1([F:32])[CH2:30][CH:27]([C:23]2[N:19]3[CH:20]=[CH:21][N:22]=[C:17]([NH2:6])[C:18]3=[C:25]([I:26])[N:24]=2)[CH2:28]1, predict the reactants needed to synthesize it. The reactants are: C1(C2N3C=CN=C(N)C3=C(I)[N:6]=2)CCC1.Cl[C:17]1[C:18]2[N:19]([C:23]([CH:27]3[CH2:30][C:29]([F:32])([F:31])[CH2:28]3)=[N:24][C:25]=2[I:26])[CH:20]=[CH:21][N:22]=1. (5) Given the product [CH2:27]([O:29][C:30]1[CH:35]=[C:34]([CH2:36][N:17]2[CH2:18][C:15]3([CH2:26][C:12]([N:8]4[CH2:9][CH2:10][CH2:11][CH:6]([C:4]([O:3][CH2:1][CH3:2])=[O:5])[CH2:7]4)=[N:13][O:14]3)[CH2:16]2)[CH:33]=[C:32]([O:38][CH2:39][CH3:40])[C:31]=1[C:41]1[CH:42]=[CH:43][C:44]([F:47])=[CH:45][CH:46]=1)[CH3:28], predict the reactants needed to synthesize it. The reactants are: [CH2:1]([O:3][C:4]([CH:6]1[CH2:11][CH2:10][CH2:9][N:8]([C:12]2[CH2:26][C:15]3([CH2:18][N:17](C(OC(C)(C)C)=O)[CH2:16]3)[O:14][N:13]=2)[CH2:7]1)=[O:5])[CH3:2].[CH2:27]([O:29][C:30]1[CH:35]=[C:34]([CH:36]=O)[CH:33]=[C:32]([O:38][CH2:39][CH3:40])[C:31]=1[C:41]1[CH:46]=[CH:45][C:44]([F:47])=[CH:43][CH:42]=1)[CH3:28]. (6) Given the product [CH2:33]([NH:40][C:22](=[O:23])[C:21]1[CH:25]=[CH:26][C:18]([N:11]2[C:10](=[S:28])[N:9]([C:6]3[CH:7]=[N:8][C:3]([C:1]#[N:2])=[C:4]([C:29]([F:31])([F:30])[F:32])[CH:5]=3)[C:16](=[O:17])[C:12]32[CH2:15][CH2:14][CH2:13]3)=[CH:19][C:20]=1[F:27])[C:34]1[CH:39]=[CH:38][CH:37]=[CH:36][CH:35]=1, predict the reactants needed to synthesize it. The reactants are: [C:1]([C:3]1[N:8]=[CH:7][C:6]([N:9]2[C:16](=[O:17])[C:12]3([CH2:15][CH2:14][CH2:13]3)[N:11]([C:18]3[CH:26]=[CH:25][C:21]([C:22](O)=[O:23])=[C:20]([F:27])[CH:19]=3)[C:10]2=[S:28])=[CH:5][C:4]=1[C:29]([F:32])([F:31])[F:30])#[N:2].[CH2:33]([NH2:40])[C:34]1[CH:39]=[CH:38][CH:37]=[CH:36][CH:35]=1.CN(C(ON1N=NC2C=CC=NC1=2)=[N+](C)C)C.F[P-](F)(F)(F)(F)F.CCN(C(C)C)C(C)C. (7) Given the product [CH3:1][C:2]1[C:10]([NH:11][C:12]2[C:17]([C:18]#[N:19])=[CH:16][N:15]=[C:14]3[S:20][C:21]([CH2:23][CH2:24][C:25](=[O:31])[N:26]4[CH2:27][CH2:28][CH2:29][CH2:30]4)=[CH:22][C:13]=23)=[CH:9][CH:8]=[C:7]2[C:3]=1[CH:4]=[CH:5][NH:6]2, predict the reactants needed to synthesize it. The reactants are: [CH3:1][C:2]1[C:10]([NH:11][C:12]2[C:17]([C:18]#[N:19])=[CH:16][N:15]=[C:14]3[S:20][C:21](/[CH:23]=[CH:24]/[C:25](=[O:31])[N:26]4[CH2:30][CH2:29][CH2:28][CH2:27]4)=[CH:22][C:13]=23)=[CH:9][CH:8]=[C:7]2[C:3]=1[CH:4]=[CH:5][NH:6]2.